From a dataset of Forward reaction prediction with 1.9M reactions from USPTO patents (1976-2016). Predict the product of the given reaction. (1) Given the reactants Br[C:2]1[C:3]2[C:4]3[CH:18]=[CH:17][S:16][C:5]=3[C:6](=[O:15])[NH:7][C:8]=2[C:9]([CH3:14])=[CH:10][C:11]=1[O:12][CH3:13].CC1(C)C(C)(C)OB([C:27]2[CH:32]=[CH:31][C:30]([CH2:33][CH2:34][C:35]#[N:36])=[CH:29][CH:28]=2)O1, predict the reaction product. The product is: [CH3:13][O:12][C:11]1[CH:10]=[C:9]([CH3:14])[C:8]2[NH:7][C:6](=[O:15])[C:5]3[S:16][CH:17]=[CH:18][C:4]=3[C:3]=2[C:2]=1[C:27]1[CH:32]=[CH:31][C:30]([CH2:33][CH2:34][C:35]#[N:36])=[CH:29][CH:28]=1. (2) Given the reactants [OH:1][C:2]1[CH:9]=[C:8]([OH:10])[CH:7]=[CH:6][C:3]=1[CH:4]=[O:5].C1(P(C2C=CC=CC=2)C2C=CC=CC=2)C=CC=CC=1.[C:30]1([C:36]2[O:37][C:38]([CH3:44])=[C:39]([CH2:41][CH2:42]O)[N:40]=2)[CH:35]=[CH:34][CH:33]=[CH:32][CH:31]=1.N(C(OC(C)(C)C)=O)=NC(OC(C)(C)C)=O, predict the reaction product. The product is: [OH:1][C:2]1[CH:9]=[C:8]([O:10][CH2:42][CH2:41][C:39]2[N:40]=[C:36]([C:30]3[CH:35]=[CH:34][CH:33]=[CH:32][CH:31]=3)[O:37][C:38]=2[CH3:44])[CH:7]=[CH:6][C:3]=1[CH:4]=[O:5].